From a dataset of Full USPTO retrosynthesis dataset with 1.9M reactions from patents (1976-2016). Predict the reactants needed to synthesize the given product. (1) Given the product [C:3]([C:6]1[N:11]=[C:10]([C:12]2[CH:17]=[CH:16][C:15]([C:18]3[CH:23]=[CH:22][C:21]([CH2:24][C:25]([OH:27])=[O:26])=[CH:20][C:19]=3[CH3:30])=[CH:14][CH:13]=2)[C:9]([CH3:31])=[N:8][C:7]=1[CH3:32])(=[O:5])[NH2:4], predict the reactants needed to synthesize it. The reactants are: [OH-].[K+].[C:3]([C:6]1[N:11]=[C:10]([C:12]2[CH:17]=[CH:16][C:15]([C:18]3[CH:23]=[CH:22][C:21]([CH2:24][C:25]([O:27]CC)=[O:26])=[CH:20][C:19]=3[CH3:30])=[CH:14][CH:13]=2)[C:9]([CH3:31])=[N:8][C:7]=1[CH3:32])(=[O:5])[NH2:4].C(O)(=O)C. (2) Given the product [C:33]([O:32][CH:7]([CH:1]1[CH2:6][CH2:5][CH2:4][CH2:3][CH2:2]1)[CH:8]([C:25]1[CH:30]=[CH:29][CH:28]=[CH:27][C:26]=1[F:31])[CH2:9][CH2:10][N:11]1[CH2:16][CH2:15][N:14]([C:17]2[CH:22]=[CH:21][CH:20]=[CH:19][C:18]=2[O:23][CH3:24])[CH2:13][CH2:12]1)(=[O:35])[CH3:34], predict the reactants needed to synthesize it. The reactants are: [CH:1]1([CH:7]([OH:32])[CH:8]([C:25]2[CH:30]=[CH:29][CH:28]=[CH:27][C:26]=2[F:31])[CH2:9][CH2:10][N:11]2[CH2:16][CH2:15][N:14]([C:17]3[CH:22]=[CH:21][CH:20]=[CH:19][C:18]=3[O:23][CH3:24])[CH2:13][CH2:12]2)[CH2:6][CH2:5][CH2:4][CH2:3][CH2:2]1.[C:33](Cl)(=[O:35])[CH3:34]. (3) Given the product [NH:1]1[C:5]2[CH:6]=[CH:7][CH:8]=[CH:9][C:4]=2[N:3]=[C:2]1[C:10]1[C:11]([NH2:28])=[N:12][O:15][N:13]=1, predict the reactants needed to synthesize it. The reactants are: [NH:1]1[C:5]2[CH:6]=[CH:7][CH:8]=[CH:9][C:4]=2[N:3]=[C:2]1[CH2:10][C:11]#[N:12].[N:13]([O-:15])=O.[Na+].CC1C=CC(COC([NH:28]NC(C2C=NC=CN=2)=O)=O)=CC=1.[OH-].[Na+].NO. (4) The reactants are: CC(C1C=CC(B2OC(C)(C)C(C)(C)O2)=CC=1)(C)C(OCC)=O.CS(C1C=CC(Br)=CC=1)(=O)=O.[CH3:35][C:36]([C:43]1[CH:48]=[CH:47][C:46]([C:49]2[CH:54]=[CH:53][C:52]([S:55]([CH3:58])(=[O:57])=[O:56])=[CH:51][CH:50]=2)=[CH:45][CH:44]=1)([CH3:42])[C:37]([O:39]CC)=[O:38].O.[OH-].[Li+]. Given the product [CH3:42][C:36]([C:43]1[CH:48]=[CH:47][C:46]([C:49]2[CH:54]=[CH:53][C:52]([S:55]([CH3:58])(=[O:57])=[O:56])=[CH:51][CH:50]=2)=[CH:45][CH:44]=1)([CH3:35])[C:37]([OH:39])=[O:38], predict the reactants needed to synthesize it. (5) The reactants are: C(=O)([O-])[O-].[Cs+].[Cs+].C1COCC1.Br[C:13]1[CH:18]=[C:17]([N+:19]([O-:21])=[O:20])[CH:16]=[C:15]([O:22][CH3:23])[CH:14]=1.[CH3:24][N:25]1[CH2:30][CH2:29][NH:28][CH2:27][CH2:26]1. Given the product [CH3:23][O:22][C:15]1[CH:14]=[C:13]([N:28]2[CH2:29][CH2:30][N:25]([CH3:24])[CH2:26][CH2:27]2)[CH:18]=[C:17]([N+:19]([O-:21])=[O:20])[CH:16]=1, predict the reactants needed to synthesize it. (6) The reactants are: [NH2:1][C:2]1[CH:3]=[C:4]([NH:9][C:10]2[CH:11]=[C:12]3[C:16](=[CH:17][CH:18]=2)[C:15](=[O:19])[C:14]([CH3:21])([CH3:20])[CH2:13]3)[CH:5]=[CH:6][C:7]=1[CH3:8].[CH:22]1([CH2:25][C:26](O)=[O:27])[CH2:24][CH2:23]1. Given the product [CH:22]1([CH2:25][C:26]([NH:1][C:2]2[CH:3]=[C:4]([NH:9][C:10]3[CH:11]=[C:12]4[C:16](=[CH:17][CH:18]=3)[C:15](=[O:19])[C:14]([CH3:21])([CH3:20])[CH2:13]4)[CH:5]=[CH:6][C:7]=2[CH3:8])=[O:27])[CH2:24][CH2:23]1, predict the reactants needed to synthesize it. (7) The reactants are: [NH2:1][C@@H:2]1[CH2:13][CH:12]=[CH:11][CH2:10][CH2:9][CH2:8][O:7][C:6](=[O:14])[C@@H:5]2[CH2:15][CH2:16][CH2:17][N:4]2[C:3]1=[O:18].C(N(CC)CC)C.[C:26](OC(=O)C)(=[O:28])[CH3:27]. Given the product [O:14]=[C:6]1[C@@H:5]2[CH2:15][CH2:16][CH2:17][N:4]2[C:3](=[O:18])[C@H:2]([NH:1][C:26](=[O:28])[CH3:27])[CH2:13][CH:12]=[CH:11][CH2:10][CH2:9][CH2:8][O:7]1, predict the reactants needed to synthesize it.